This data is from HIV replication inhibition screening data with 41,000+ compounds from the AIDS Antiviral Screen. The task is: Binary Classification. Given a drug SMILES string, predict its activity (active/inactive) in a high-throughput screening assay against a specified biological target. (1) The drug is CCOC(=O)NNC(=O)C1CSC(c2ccccc2)N1C(C)=O. The result is 0 (inactive). (2) The molecule is Cc1[nH]c2nc(S)nc(NC(N)=S)c2c1Cc1ccccc1. The result is 0 (inactive). (3) The compound is Cc1ccc(S(=O)(=O)NN=CC2(c3ccccc3)c3ccccc3-c3ccccc32)cc1. The result is 0 (inactive). (4) The drug is O=C1Cc2ccccc2CCc2ccsc21. The result is 1 (active). (5) The compound is COc1ccc(C(=O)O)c(Cc2ccc3ccccc3c2)c1. The result is 0 (inactive).